This data is from Catalyst prediction with 721,799 reactions and 888 catalyst types from USPTO. The task is: Predict which catalyst facilitates the given reaction. (1) Reactant: [F:1][C:2]1[CH:7]=[CH:6][CH:5]=[CH:4][C:3]=1[C:8]1[CH:16]=[CH:15][CH:14]=[C:13]2[C:9]=1[CH2:10][CH2:11][NH:12]2.Cl.CN(C)CCCN=C=NCC.[N:29]1([C:35]2[N:36]=[C:37]([CH2:42][C:43]([O-])=[O:44])[NH:38][C:39](=[O:41])[CH:40]=2)[CH2:34][CH2:33][O:32][CH2:31][CH2:30]1.[Na+]. Product: [F:1][C:2]1[CH:7]=[CH:6][CH:5]=[CH:4][C:3]=1[C:8]1[CH:16]=[CH:15][CH:14]=[C:13]2[C:9]=1[CH2:10][CH2:11][N:12]2[C:43](=[O:44])[CH2:42][C:37]1[NH:38][C:39](=[O:41])[CH:40]=[C:35]([N:29]2[CH2:30][CH2:31][O:32][CH2:33][CH2:34]2)[N:36]=1. The catalyst class is: 300. (2) Reactant: [CH3:1][O:2][C:3]([C:5]1[C:10](Br)=[C:9]([NH2:12])[CH:8]=[C:7]([Cl:13])[N:6]=1)=[O:4].[CH2:14]([Sn](CCCC)(CCCC)CCCC)[CH:15]=[CH2:16]. Product: [CH3:1][O:2][C:3]([C:5]1[C:10]([CH2:16][CH:15]=[CH2:14])=[C:9]([NH2:12])[CH:8]=[C:7]([Cl:13])[N:6]=1)=[O:4]. The catalyst class is: 233.